Dataset: Full USPTO retrosynthesis dataset with 1.9M reactions from patents (1976-2016). Task: Predict the reactants needed to synthesize the given product. Given the product [N+:10]([C:6]1[CH:5]=[C:4]([C:2](=[O:3])/[CH:1]=[CH:19]/[C:18]2[CH:21]=[CH:22][CH:23]=[C:16]([N+:13]([O-:15])=[O:14])[CH:17]=2)[CH:9]=[CH:8][CH:7]=1)([O-:12])=[O:11], predict the reactants needed to synthesize it. The reactants are: [CH3:1][C:2]([C:4]1[CH:9]=[CH:8][CH:7]=[C:6]([N+:10]([O-:12])=[O:11])[CH:5]=1)=[O:3].[N+:13]([C:16]1[CH:17]=[C:18]([CH:21]=[CH:22][CH:23]=1)[CH:19]=O)([O-:15])=[O:14].[OH-].[Na+].